Dataset: Full USPTO retrosynthesis dataset with 1.9M reactions from patents (1976-2016). Task: Predict the reactants needed to synthesize the given product. (1) The reactants are: C([O:3][CH:4](OCC)[CH2:5][O:6][CH2:7][C:8]1[CH:13]=[CH:12][CH:11]=[CH:10][CH:9]=1)C.OS(O)(=O)=O. Given the product [CH2:7]([O:6][CH2:5][CH:4]=[O:3])[C:8]1[CH:13]=[CH:12][CH:11]=[CH:10][CH:9]=1, predict the reactants needed to synthesize it. (2) Given the product [CH2:24]([N:18]1[CH2:5][CH2:2][N:21]([C:8]2[S:12][C:11]([C:13]([O:15][CH2:16][CH3:17])=[O:14])=[CH:10][CH:9]=2)[CH2:20][CH2:19]1)[CH3:23], predict the reactants needed to synthesize it. The reactants are: C[C:2]([CH3:5])([O-])C.[Na+].Br[C:8]1[S:12][C:11]([C:13]([O:15][CH2:16][CH3:17])=[O:14])=[CH:10][CH:9]=1.[NH:18]1[CH2:24][CH2:23]C[NH:21][CH2:20][CH2:19]1.C1(P(C2C=CC=CC=2)C2C=CC3C(=CC=CC=3)C=2C2C3C(=CC=CC=3)C=CC=2P(C2C=CC=CC=2)C2C=CC=CC=2)C=CC=CC=1.